Task: Predict the reaction yield, written as a fraction of the theoretical maximum amount of product (1.0 means a 100% yield; for example, 0.34 means a 34% yield).. Dataset: Reaction yield outcomes from USPTO patents with 853,638 reactions (1) The reactants are [CH3:1][C:2]([CH3:19])([CH3:18])[CH2:3][C:4](NC1C=C(OC)C=CC=1C(N)=O)=[O:5].[NH2:20][C:21]1[CH:22]=[C:23]([CH:35]=[CH:36][C:37]=1[O:38][CH3:39])[C:24]([NH:26][C:27]1[CH:32]=[CH:31][C:30]([Cl:33])=[C:29]([Cl:34])[CH:28]=1)=[O:25]. No catalyst specified. The product is [Cl:34][C:29]1[CH:28]=[C:27]([NH:26][C:24](=[O:25])[C:23]2[CH:35]=[CH:36][C:37]([O:38][CH3:39])=[C:21]([NH:20][C:4](=[O:5])[CH2:3][C:2]([CH3:19])([CH3:18])[CH3:1])[CH:22]=2)[CH:32]=[CH:31][C:30]=1[Cl:33]. The yield is 0.475. (2) The reactants are [O:1]=[C:2]1[NH:6][C:5](=[O:7])[CH:4]([CH2:8][C:9]2[CH:14]=[CH:13][C:12]([C:15]3[CH:20]=[CH:19][CH:18]=[C:17]([CH2:21][N:22](C)[C:23](=O)OC(C)(C)C)[CH:16]=3)=[CH:11][CH:10]=2)[S:3]1.FC(F)(F)C(O)=O.C(=O)([O-])[O-].[K+].[K+]. The catalyst is ClCCl. The product is [CH3:23][NH:22][CH2:21][C:17]1[CH:16]=[C:15]([C:12]2[CH:11]=[CH:10][C:9]([CH2:8][CH:4]3[S:3][C:2](=[O:1])[NH:6][C:5]3=[O:7])=[CH:14][CH:13]=2)[CH:20]=[CH:19][CH:18]=1. The yield is 0.780. (3) The catalyst is CN(C=O)C.CC(OC)(C)C.O.[OH-].[Na+]. The reactants are [CH3:1][N:2]([CH2:4][C:5]1([C:11]2[CH:16]=[CH:15][C:14]([OH:17])=[CH:13][CH:12]=2)[CH2:10][CH2:9][O:8][CH2:7][CH2:6]1)[CH3:3].[H-].[Na+].[CH:20]1([N:25]2[CH2:30][CH2:29][CH:28](OS(C)(=O)=O)[CH2:27][CH2:26]2)[CH2:24][CH2:23][CH2:22][CH2:21]1. The yield is 0.120. The product is [CH:20]1([N:25]2[CH2:30][CH2:29][CH:28]([O:17][C:14]3[CH:15]=[CH:16][C:11]([C:5]4([CH2:4][N:2]([CH3:1])[CH3:3])[CH2:6][CH2:7][O:8][CH2:9][CH2:10]4)=[CH:12][CH:13]=3)[CH2:27][CH2:26]2)[CH2:21][CH2:22][CH2:23][CH2:24]1. (4) The reactants are [NH2:1][S:2]([NH:5][C:6](=[O:32])[CH2:7][CH2:8][C:9]1[CH:14]=[CH:13][C:12]([O:15][CH2:16][CH2:17][O:18][CH3:19])=[CH:11][C:10]=1[O:20][C:21]1[C:26]([Cl:27])=[CH:25][C:24]([C:28]([F:31])([F:30])[F:29])=[CH:23][N:22]=1)(=[O:4])=[O:3].C1(P(C2C=CC=CC=2)C2C=CC=CC=2)C=CC=CC=1.[CH3:52][O:53][CH2:54][CH2:55]O.N(C(OCC)=O)=NC(OCC)=O. The catalyst is O1CCCC1.C1(C)C=CC=CC=1. The product is [NH2:1][S:2]([N:5]([CH2:55][CH2:54][O:53][CH3:52])[C:6](=[O:32])[CH2:7][CH2:8][C:9]1[CH:14]=[CH:13][C:12]([O:15][CH2:16][CH2:17][O:18][CH3:19])=[CH:11][C:10]=1[O:20][C:21]1[C:26]([Cl:27])=[CH:25][C:24]([C:28]([F:30])([F:29])[F:31])=[CH:23][N:22]=1)(=[O:4])=[O:3]. The yield is 0.290.